The task is: Predict the product of the given reaction.. This data is from Forward reaction prediction with 1.9M reactions from USPTO patents (1976-2016). (1) Given the reactants [CH:1]([NH:4][C:5]([C:7]1[C:15]2[C:10](=[N:11][CH:12]=[C:13]([C:16]3[C:24]4[C:19](=[CH:20][C:21]([F:26])=[CH:22][C:23]=4[F:25])[N:18]([CH3:27])[N:17]=3)[N:14]=2)[N:9](COCC[Si](C)(C)C)[CH:8]=1)=[O:6])([CH3:3])[CH3:2].C(O)(C(F)(F)F)=O, predict the reaction product. The product is: [CH:1]([NH:4][C:5]([C:7]1[C:15]2[C:10](=[N:11][CH:12]=[C:13]([C:16]3[C:24]4[C:19](=[CH:20][C:21]([F:26])=[CH:22][C:23]=4[F:25])[N:18]([CH3:27])[N:17]=3)[N:14]=2)[NH:9][CH:8]=1)=[O:6])([CH3:3])[CH3:2]. (2) Given the reactants [Cl:1][S:2]([OH:5])(=O)=[O:3].[Cl:6][C:7]1[CH:15]=[CH:14][C:10]([C:11]([OH:13])=[O:12])=[CH:9][CH:8]=1, predict the reaction product. The product is: [Cl:6][C:7]1[CH:15]=[CH:14][C:10]([C:11]([OH:13])=[O:12])=[CH:9][C:8]=1[S:2]([Cl:1])(=[O:5])=[O:3]. (3) Given the reactants C([O:3][C:4]([C:6]1[N:7]=[C:8]([NH:11][C:12](=[O:16])[CH:13]([CH3:15])[CH3:14])[S:9][CH:10]=1)=O)C.[Li+].[BH4-], predict the reaction product. The product is: [C:12]([NH:11][C:8]1[S:9][CH:10]=[C:6]([CH2:4][OH:3])[N:7]=1)(=[O:16])[CH:13]([CH3:15])[CH3:14]. (4) Given the reactants C(N(CC)CC)C.[CH3:8][S:9](Cl)(=[O:11])=[O:10].[C:13]([C:17]1[CH:22]=[CH:21][C:20](/[C:23](/[C:42]2[CH:47]=[CH:46][C:45]([CH2:48][CH2:49][CH2:50][CH2:51][OH:52])=[C:44]([O:53][CH3:54])[N:43]=2)=[CH:24]\[C@@H:25]2[N:29]([CH2:30][C:31]3[CH:36]=[CH:35][C:34]([O:37][CH3:38])=[CH:33][C:32]=3[O:39][CH3:40])[C:28](=[O:41])[CH2:27][CH2:26]2)=[CH:19][CH:18]=1)([CH3:16])([CH3:15])[CH3:14].O, predict the reaction product. The product is: [CH3:8][S:9]([O:52][CH2:51][CH2:50][CH2:49][CH2:48][C:45]1[C:44]([O:53][CH3:54])=[N:43][C:42](/[C:23](/[C:20]2[CH:21]=[CH:22][C:17]([C:13]([CH3:16])([CH3:14])[CH3:15])=[CH:18][CH:19]=2)=[CH:24]/[C@H:25]2[CH2:26][CH2:27][C:28](=[O:41])[N:29]2[CH2:30][C:31]2[CH:36]=[CH:35][C:34]([O:37][CH3:38])=[CH:33][C:32]=2[O:39][CH3:40])=[CH:47][CH:46]=1)(=[O:11])=[O:10]. (5) Given the reactants Br[C:2]1[CH:7]=[C:6]([CH:8]([O:11][CH3:12])[O:9][CH3:10])[CH:5]=[CH:4][C:3]=1[O:13][CH2:14][CH2:15][N:16]1[CH2:21][CH2:20][O:19][CH2:18][CH2:17]1.C([Li])CCC.[C:27](=[O:29])=[O:28], predict the reaction product. The product is: [CH3:10][O:9][CH:8]([O:11][CH3:12])[C:6]1[CH:5]=[CH:4][C:3]([O:13][CH2:14][CH2:15][N:16]2[CH2:21][CH2:20][O:19][CH2:18][CH2:17]2)=[C:2]([CH:7]=1)[C:27]([OH:29])=[O:28]. (6) Given the reactants [F:1][C:2]1[C:7]([C:8]([F:11])([F:10])[F:9])=[CH:6][CH:5]=[CH:4][C:3]=1[NH:12][C:13](=[O:19])[O:14][C:15]([CH3:18])([CH3:17])[CH3:16].[Li]C(C)(C)C.C(Br)(Br)(Br)[Br:26], predict the reaction product. The product is: [Br:26][C:4]1[C:3]([NH:12][C:13](=[O:19])[O:14][C:15]([CH3:16])([CH3:18])[CH3:17])=[C:2]([F:1])[C:7]([C:8]([F:11])([F:10])[F:9])=[CH:6][CH:5]=1.